Dataset: NCI-60 drug combinations with 297,098 pairs across 59 cell lines. Task: Regression. Given two drug SMILES strings and cell line genomic features, predict the synergy score measuring deviation from expected non-interaction effect. (1) Drug 1: CCC1=CC2CC(C3=C(CN(C2)C1)C4=CC=CC=C4N3)(C5=C(C=C6C(=C5)C78CCN9C7C(C=CC9)(C(C(C8N6C)(C(=O)OC)O)OC(=O)C)CC)OC)C(=O)OC. Drug 2: C1=CC=C(C=C1)NC(=O)CCCCCCC(=O)NO. Cell line: UACC62. Synergy scores: CSS=53.8, Synergy_ZIP=-3.71, Synergy_Bliss=-7.64, Synergy_Loewe=-7.45, Synergy_HSA=-3.93. (2) Synergy scores: CSS=22.0, Synergy_ZIP=-7.55, Synergy_Bliss=-3.71, Synergy_Loewe=-1.39, Synergy_HSA=-0.864. Cell line: IGROV1. Drug 1: CS(=O)(=O)OCCCCOS(=O)(=O)C. Drug 2: C1CCC(C(C1)N)N.C(=O)(C(=O)[O-])[O-].[Pt+4]. (3) Drug 1: CC1OCC2C(O1)C(C(C(O2)OC3C4COC(=O)C4C(C5=CC6=C(C=C35)OCO6)C7=CC(=C(C(=C7)OC)O)OC)O)O. Drug 2: CCC1(C2=C(COC1=O)C(=O)N3CC4=CC5=C(C=CC(=C5CN(C)C)O)N=C4C3=C2)O.Cl. Cell line: OVCAR3. Synergy scores: CSS=54.5, Synergy_ZIP=-7.09, Synergy_Bliss=1.33, Synergy_Loewe=1.94, Synergy_HSA=5.79. (4) Drug 1: CN(C)C1=NC(=NC(=N1)N(C)C)N(C)C. Drug 2: C1=CC(=CC=C1CCCC(=O)O)N(CCCl)CCCl. Cell line: BT-549. Synergy scores: CSS=9.33, Synergy_ZIP=-7.35, Synergy_Bliss=-2.16, Synergy_Loewe=-18.6, Synergy_HSA=-6.84. (5) Drug 1: CCCCCOC(=O)NC1=NC(=O)N(C=C1F)C2C(C(C(O2)C)O)O. Drug 2: CC(C)NC(=O)C1=CC=C(C=C1)CNNC.Cl. Cell line: MCF7. Synergy scores: CSS=-2.96, Synergy_ZIP=-0.0496, Synergy_Bliss=-3.32, Synergy_Loewe=-4.82, Synergy_HSA=-4.60.